From a dataset of Full USPTO retrosynthesis dataset with 1.9M reactions from patents (1976-2016). Predict the reactants needed to synthesize the given product. (1) Given the product [C:1]([O:5][C:6](=[O:30])[CH2:7][O:8][C:9]1[CH:14]=[CH:13][C:12]([Cl:15])=[CH:11][C:10]=1[C:16]#[C:17][C:18]1[CH:19]=[C:20]([S:24]([N:51]([CH2:62][CH3:63])[CH2:49][CH3:50])(=[O:26])=[O:25])[CH:21]=[CH:22][C:23]=1[CH3:31])([CH3:2])([CH3:4])[CH3:3], predict the reactants needed to synthesize it. The reactants are: [C:1]([O:5][C:6](=[O:30])[CH2:7][O:8][C:9]1[CH:14]=[CH:13][C:12]([Cl:15])=[CH:11][C:10]=1[C:16]#[C:17][C:18]1[CH:23]=[CH:22][CH:21]=[C:20]([S:24](CCC)(=[O:26])=[O:25])[CH:19]=1)([CH3:4])([CH3:3])[CH3:2].[C:31](OC(=O)COC1C=CC(Cl)=CC=1C#C)(C)(C)C.[CH2:49]([N:51]([CH2:62][CH3:63])S(C1C=CC=C(Br)C=1)(=O)=O)[CH3:50]. (2) The reactants are: [F:1][C:2]1([F:29])[CH2:7][CH2:6][CH:5]([CH2:8][NH:9][C:10]([C:12]2[C:20]3[C:15](=[CH:16][CH:17]=[CH:18][C:19]=3[C:21]([F:24])([F:23])[F:22])[N:14]([CH2:25][CH2:26][O:27]C)[CH:13]=2)=[O:11])[CH2:4][CH2:3]1.Cl.N1C=CC=CC=1. Given the product [F:29][C:2]1([F:1])[CH2:3][CH2:4][CH:5]([CH2:8][NH:9][C:10]([C:12]2[C:20]3[C:15](=[CH:16][CH:17]=[CH:18][C:19]=3[C:21]([F:22])([F:23])[F:24])[N:14]([CH2:25][CH2:26][OH:27])[CH:13]=2)=[O:11])[CH2:6][CH2:7]1, predict the reactants needed to synthesize it.